This data is from Reaction yield outcomes from USPTO patents with 853,638 reactions. The task is: Predict the reaction yield, written as a fraction of the theoretical maximum amount of product (1.0 means a 100% yield; for example, 0.34 means a 34% yield). The reactants are Br[C:2]1[CH:3]=[CH:4][CH:5]=[C:6]2[C:11]=1[N:10]=[C:9]([O:12][CH3:13])[CH:8]=[CH:7]2.C([O:17][B:18](OC(C)C)[O:19]C(C)C)(C)C.C([Li])CCC. The catalyst is C1(C)C=CC=CC=1.O1CCCC1. The product is [CH3:13][O:12][C:9]1[CH:8]=[CH:7][C:6]2[C:11](=[C:2]([B:18]([OH:19])[OH:17])[CH:3]=[CH:4][CH:5]=2)[N:10]=1. The yield is 0.400.